This data is from NCI-60 drug combinations with 297,098 pairs across 59 cell lines. The task is: Regression. Given two drug SMILES strings and cell line genomic features, predict the synergy score measuring deviation from expected non-interaction effect. (1) Drug 1: C1=CC(=CC=C1CCC2=CNC3=C2C(=O)NC(=N3)N)C(=O)NC(CCC(=O)O)C(=O)O. Drug 2: CC1=C(N=C(N=C1N)C(CC(=O)N)NCC(C(=O)N)N)C(=O)NC(C(C2=CN=CN2)OC3C(C(C(C(O3)CO)O)O)OC4C(C(C(C(O4)CO)O)OC(=O)N)O)C(=O)NC(C)C(C(C)C(=O)NC(C(C)O)C(=O)NCCC5=NC(=CS5)C6=NC(=CS6)C(=O)NCCC[S+](C)C)O. Cell line: MOLT-4. Synergy scores: CSS=76.9, Synergy_ZIP=4.15, Synergy_Bliss=5.79, Synergy_Loewe=-7.67, Synergy_HSA=3.58. (2) Drug 1: CC12CCC3C(C1CCC2O)C(CC4=C3C=CC(=C4)O)CCCCCCCCCS(=O)CCCC(C(F)(F)F)(F)F. Drug 2: C1CN(P(=O)(OC1)NCCCl)CCCl. Cell line: OVCAR-4. Synergy scores: CSS=-4.23, Synergy_ZIP=1.25, Synergy_Bliss=0.135, Synergy_Loewe=-4.62, Synergy_HSA=-4.33. (3) Drug 1: C1=CN(C(=O)N=C1N)C2C(C(C(O2)CO)O)O.Cl. Drug 2: C1CN(P(=O)(OC1)NCCCl)CCCl. Cell line: UACC-257. Synergy scores: CSS=12.4, Synergy_ZIP=-4.09, Synergy_Bliss=-1.02, Synergy_Loewe=-30.4, Synergy_HSA=-0.771. (4) Cell line: SF-539. Synergy scores: CSS=48.7, Synergy_ZIP=0.211, Synergy_Bliss=0.0489, Synergy_Loewe=-11.3, Synergy_HSA=0.633. Drug 2: CCC1(C2=C(COC1=O)C(=O)N3CC4=CC5=C(C=CC(=C5CN(C)C)O)N=C4C3=C2)O.Cl. Drug 1: CC12CCC3C(C1CCC2=O)CC(=C)C4=CC(=O)C=CC34C.